This data is from Full USPTO retrosynthesis dataset with 1.9M reactions from patents (1976-2016). The task is: Predict the reactants needed to synthesize the given product. (1) Given the product [CH3:41][CH:40]([CH3:42])[CH2:45][C:10]1[CH:11]=[C:12]2[N:4]([CH2:3][C:2]([CH3:29])([CH3:28])[CH3:1])[C:5](=[O:27])[N:6]([CH3:26])[C:7]2=[N:8][C:9]=1[C:13]1[CH:18]=[CH:17][CH:16]=[C:15]([CH2:19][N:20]2[CH2:25][CH2:24][N:23]([C:33]([CH:30]3[CH2:32][CH2:31]3)=[O:35])[CH2:22][CH2:21]2)[CH:14]=1, predict the reactants needed to synthesize it. The reactants are: [CH3:1][C:2]([CH3:29])([CH3:28])[CH2:3][N:4]1[C:12]2[C:7](=[N:8][C:9]([C:13]3[CH:18]=[CH:17][CH:16]=[C:15]([CH2:19][N:20]4[CH2:25][CH2:24][NH:23][CH2:22][CH2:21]4)[CH:14]=3)=[CH:10][CH:11]=2)[N:6]([CH3:26])[C:5]1=[O:27].[CH:30]1([C:33]([OH:35])=O)[CH2:32][CH2:31]1.C(N(CC)[CH:40]([CH3:42])[CH3:41])(C)C.[CH3:45]N(C(ON1N=NC2C=CC=NC1=2)=[N+](C)C)C.F[P-](F)(F)(F)(F)F. (2) Given the product [Cl:43][C:39]1[S:38][C:37]([S:34](=[O:36])(=[O:35])[NH:33][CH2:32][CH2:31][OH:30])=[CH:41][C:40]=1[NH:42][C:27]([C:26]1[CH:25]=[N:24][N:17]2[C:18]([C:20]([F:22])([F:23])[F:21])=[CH:19][C:14]([C:6]3[CH:7]=[CH:8][C:9]([C:10]([F:11])([F:13])[F:12])=[C:4]([O:3][CH2:1][CH3:2])[CH:5]=3)=[N:15][C:16]=12)=[O:28], predict the reactants needed to synthesize it. The reactants are: [CH2:1]([O:3][C:4]1[CH:5]=[C:6]([C:14]2[CH:19]=[C:18]([C:20]([F:23])([F:22])[F:21])[N:17]3[N:24]=[CH:25][C:26]([C:27](O)=[O:28])=[C:16]3[N:15]=2)[CH:7]=[CH:8][C:9]=1[C:10]([F:13])([F:12])[F:11])[CH3:2].[OH:30][CH2:31][CH2:32][NH:33][S:34]([C:37]1[S:38][C:39]([Cl:43])=[C:40]([NH2:42])[CH:41]=1)(=[O:36])=[O:35]. (3) Given the product [NH2:36]/[C:35](/[C:30]1[CH:31]=[CH:32][CH:33]=[CH:34][N:29]=1)=[N:37]\[NH:38][C:14]([CH:11]1[CH2:10][CH2:9][N:8]([C:6]([O:5][C:1]([CH3:2])([CH3:3])[CH3:4])=[O:7])[CH2:13][CH2:12]1)=[O:16], predict the reactants needed to synthesize it. The reactants are: [C:1]([O:5][C:6]([N:8]1[CH2:13][CH2:12][CH:11]([C:14]([OH:16])=O)[CH2:10][CH2:9]1)=[O:7])([CH3:4])([CH3:3])[CH3:2].C(C1NC=CN=1)(C1NC=CN=1)=O.[N:29]1[CH:34]=[CH:33][CH:32]=[CH:31][C:30]=1[C:35](=[N:37][NH2:38])[NH2:36]. (4) Given the product [Si:24]([O:23][CH2:22][C:19]1([CH3:21])[S:18][CH2:17][CH2:16][N:15]2[C:11]([C:8]3([C:5]4[CH:6]=[CH:7][C:2]([C:35]5[CH:34]=[N:33][N:32]([CH3:31])[CH:36]=5)=[CH:3][CH:4]=4)[CH2:10][CH2:9]3)=[N:12][N:13]=[C:14]2[CH2:20]1)([C:27]([CH3:30])([CH3:29])[CH3:28])([CH3:26])[CH3:25], predict the reactants needed to synthesize it. The reactants are: Br[C:2]1[CH:7]=[CH:6][C:5]([C:8]2([C:11]3[N:15]4[CH2:16][CH2:17][S:18][C:19]([CH2:22][O:23][Si:24]([C:27]([CH3:30])([CH3:29])[CH3:28])([CH3:26])[CH3:25])([CH3:21])[CH2:20][C:14]4=[N:13][N:12]=3)[CH2:10][CH2:9]2)=[CH:4][CH:3]=1.[CH3:31][N:32]1[CH:36]=[C:35](B2OC(C)(C)C(C)(C)O2)[CH:34]=[N:33]1.C(=O)([O-])[O-].[K+].[K+].C(=O)([O-])O.[Na+]. (5) Given the product [Br:27][C:28]1[CH:33]=[CH:32][N:31]=[C:30]([O:14][CH2:13][C:11]2[CH:10]=[CH:9][C:8]([C:15]3[CH:20]=[C:19]([O:21][CH3:22])[CH:18]=[CH:17][C:16]=3[F:23])=[C:7]([C:6]3[C:2]([CH3:24])([CH3:1])[CH2:3][CH2:4][CH:5]=3)[CH:12]=2)[CH:29]=1, predict the reactants needed to synthesize it. The reactants are: [CH3:1][C:2]1([CH3:24])[C:6]([C:7]2[CH:12]=[C:11]([CH2:13][OH:14])[CH:10]=[CH:9][C:8]=2[C:15]2[CH:20]=[C:19]([O:21][CH3:22])[CH:18]=[CH:17][C:16]=2[F:23])=[CH:5][CH2:4][CH2:3]1.[H-].[Na+].[Br:27][C:28]1[CH:33]=[CH:32][N:31]=[C:30](F)[CH:29]=1.